The task is: Predict the product of the given reaction.. This data is from Forward reaction prediction with 1.9M reactions from USPTO patents (1976-2016). (1) The product is: [CH3:22][NH:23][CH2:24][C:16]1[S:15][C:14]([NH:17][C:18](=[O:20])[CH3:19])=[N:13][C:12]=1/[CH:11]=[CH:10]\[C:7]1[CH:8]=[CH:9][C:4]([N+:1]([O-:3])=[O:2])=[CH:5][CH:6]=1. Given the reactants [N+:1]([C:4]1[CH:9]=[CH:8][C:7](/[CH:10]=[CH:11]\[C:12]2[N:13]=[C:14]([NH:17][C:18](=[O:20])[CH3:19])[S:15][CH:16]=2)=[CH:6][CH:5]=1)([O-:3])=[O:2].Cl.[CH3:22][NH2:23].[CH2:24]=O, predict the reaction product. (2) Given the reactants [OH:1][C@@H:2]([C:4]1[N:5]=[C:6]([C:9]2[CH:14]=[CH:13][CH:12]=[CH:11][C:10]=2[N+:15]([O-])=O)[S:7][CH:8]=1)[CH3:3].[H][H], predict the reaction product. The product is: [OH:1][C@@H:2]([C:4]1[N:5]=[C:6]([C:9]2[CH:14]=[CH:13][CH:12]=[CH:11][C:10]=2[NH2:15])[S:7][CH:8]=1)[CH3:3]. (3) Given the reactants C[O:2][C:3]1[CH:8]=[CH:7][C:6]([C:9]2([C:12]([O:14][CH3:15])=[O:13])[CH2:11][CH2:10]2)=[CH:5][CH:4]=1.CCS.[Al+3].[Cl-].[Cl-].[Cl-], predict the reaction product. The product is: [CH3:15][O:14][C:12]([C:9]1([C:6]2[CH:5]=[CH:4][C:3]([OH:2])=[CH:8][CH:7]=2)[CH2:10][CH2:11]1)=[O:13]. (4) Given the reactants C[O:2][C:3]([C:5]1[CH:14]=[C:13]([O:15][CH2:16][C:17](=[O:35])[NH:18][C:19]2[CH:24]=[CH:23][CH:22]=[C:21]([O:25][CH2:26][C:27]([N:29]3[CH2:34][CH2:33][O:32][CH2:31][CH2:30]3)=[O:28])[CH:20]=2)[C:12]2[C:7](=[CH:8][C:9]([Cl:37])=[CH:10][C:11]=2[Cl:36])[CH:6]=1)=[O:4].[Li+].[OH-], predict the reaction product. The product is: [Cl:36][C:11]1[CH:10]=[C:9]([Cl:37])[CH:8]=[C:7]2[C:12]=1[C:13]([O:15][CH2:16][C:17](=[O:35])[NH:18][C:19]1[CH:24]=[CH:23][CH:22]=[C:21]([O:25][CH2:26][C:27]([N:29]3[CH2:34][CH2:33][O:32][CH2:31][CH2:30]3)=[O:28])[CH:20]=1)=[CH:14][C:5]([C:3]([OH:4])=[O:2])=[CH:6]2. (5) The product is: [CH2:1]([N:8]1[CH2:13][CH2:12][O:11][CH2:10][C:9]1([CH2:15][O:16][CH3:21])[CH3:14])[C:2]1[CH:3]=[CH:4][CH:5]=[CH:6][CH:7]=1. Given the reactants [CH2:1]([N:8]1[CH2:13][CH2:12][O:11][CH2:10][C:9]1([CH2:15][OH:16])[CH3:14])[C:2]1[CH:7]=[CH:6][CH:5]=[CH:4][CH:3]=1.[H-].[Na+].CI.[C:21](OCC)(=O)C, predict the reaction product.